Predict the product of the given reaction. From a dataset of Forward reaction prediction with 1.9M reactions from USPTO patents (1976-2016). (1) Given the reactants C([N-]C(C)C)(C)C.[Li+].[CH3:9][O:10][C:11]([CH:13]1[CH2:18][CH2:17][O:16][CH2:15][CH2:14]1)=[O:12].CN1CCCN(C)C1=O.F[C:29]1[CH:34]=[CH:33][C:32]([N+:35]([O-:37])=[O:36])=[CH:31][CH:30]=1.[NH4+].[Cl-], predict the reaction product. The product is: [CH3:9][O:10][C:11]([C:13]1([C:29]2[CH:34]=[CH:33][C:32]([N+:35]([O-:37])=[O:36])=[CH:31][CH:30]=2)[CH2:18][CH2:17][O:16][CH2:15][CH2:14]1)=[O:12]. (2) Given the reactants [CH3:1][O:2][C:3]1[CH:8]=[C:7]([O:9][C:10]2[CH:11]=[C:12]([NH:17][CH3:18])[C:13]([NH2:16])=[CH:14][CH:15]=2)[CH:6]=[C:5]([CH3:19])[N:4]=1.[CH3:20][O:21][C:22]([C:24]1[CH:25]=[C:26]([CH:32]=[CH:33][CH:34]=1)[O:27][CH2:28][C:29](O)=[O:30])=[O:23].C(N(CC)CC)C.C(Cl)(=O)C(C)(C)C, predict the reaction product. The product is: [CH3:1][O:2][C:3]1[CH:8]=[C:7]([O:9][C:10]2[CH:15]=[CH:14][C:13]([NH:16][C:29](=[O:30])[CH2:28][O:27][C:26]3[CH:25]=[C:24]([CH:34]=[CH:33][CH:32]=3)[C:22]([O:21][CH3:20])=[O:23])=[C:12]([NH:17][CH3:18])[CH:11]=2)[CH:6]=[C:5]([CH3:19])[N:4]=1. (3) Given the reactants [CH3:1][O:2][C:3](=[O:12])[C:4]1[CH:9]=[CH:8][C:7]([CH2:10][OH:11])=[CH:6][CH:5]=1.B(F)(F)F.[CH3:17][CH2:18][O:19]CC.C(OCC)(=O)C, predict the reaction product. The product is: [CH3:1][O:2][C:3](=[O:12])[C:4]1[CH:9]=[CH:8][C:7]([CH2:10][O:11][CH2:17][CH2:18][OH:19])=[CH:6][CH:5]=1. (4) Given the reactants [C:1]([O:5][C:6]([N:8]1[CH2:13][CH2:12][CH:11]([CH:14]([CH:20]([OH:26])[CH2:21][CH2:22][CH2:23][CH2:24][Cl:25])[C:15]([O:17][CH2:18][CH3:19])=[O:16])[CH2:10][CH2:9]1)=[O:7])([CH3:4])([CH3:3])[CH3:2].N1CCCCC1, predict the reaction product. The product is: [C:1]([O:5][C:6]([N:8]1[CH2:9][CH2:10][CH:11]([CH:14]([C:20](=[O:26])[CH2:21][CH2:22][CH2:23][CH2:24][Cl:25])[C:15]([O:17][CH2:18][CH3:19])=[O:16])[CH2:12][CH2:13]1)=[O:7])([CH3:3])([CH3:2])[CH3:4]. (5) Given the reactants [F:1][C:2]1[CH:3]=[CH:4][C:5](B2OC(C)(C)C(C)(C)O2)=[C:6]2[C:10]=1[C@H:9]([O:11][C:12]1[CH:25]=[CH:24][C:15]3[C@H:16]([CH2:19][C:20]([O:22][CH3:23])=[O:21])[CH2:17][O:18][C:14]=3[CH:13]=1)[CH2:8][CH2:7]2.Br[C:36]1[C:52]([CH3:53])=[CH:51][C:39]([O:40][CH2:41][CH2:42][NH:43][C:44](=[O:50])[O:45][C:46]([CH3:49])([CH3:48])[CH3:47])=[CH:38][C:37]=1[CH3:54].BrC1C=CC(F)=C2C=1CC[C@H]2OC1C=CC2[C@H](CC(OC)=O)COC=2C=1, predict the reaction product. The product is: [C:46]([O:45][C:44]([NH:43][CH2:42][CH2:41][O:40][C:39]1[CH:38]=[C:37]([CH3:54])[C:36]([C:5]2[CH:4]=[CH:3][C:2]([F:1])=[C:10]3[C:6]=2[CH2:7][CH2:8][C@H:9]3[O:11][C:12]2[CH:25]=[CH:24][C:15]3[C@H:16]([CH2:19][C:20]([O:22][CH3:23])=[O:21])[CH2:17][O:18][C:14]=3[CH:13]=2)=[C:52]([CH3:53])[CH:51]=1)=[O:50])([CH3:49])([CH3:48])[CH3:47]. (6) Given the reactants [CH2:1]([O:3][C:4]1[CH:9]=[C:8]([CH2:10][N:11]2[CH2:29][CH2:28][C:14]3([CH2:18][N:17]([C:19]4[CH:26]=[CH:25][C:22]([C:23]#[N:24])=[CH:21][CH:20]=4)[C:16](=[O:27])[CH2:15]3)[CH2:13][CH2:12]2)[CH:7]=[C:6]([O:30][CH2:31][CH3:32])[C:5]=1[C:33]1[CH:38]=[CH:37][C:36]([F:39])=[CH:35][CH:34]=1)[CH3:2].[NH2:40][OH:41].C[CH2:43][OH:44], predict the reaction product. The product is: [CH2:31]([O:30][C:6]1[CH:7]=[C:8]([CH2:10][N:11]2[CH2:29][CH2:28][C:14]3([CH2:18][N:17]([C:19]4[CH:20]=[CH:21][C:22]([C:23]5[NH:24][C:43](=[O:44])[O:41][N:40]=5)=[CH:25][CH:26]=4)[C:16](=[O:27])[CH2:15]3)[CH2:13][CH2:12]2)[CH:9]=[C:4]([O:3][CH2:1][CH3:2])[C:5]=1[C:33]1[CH:38]=[CH:37][C:36]([F:39])=[CH:35][CH:34]=1)[CH3:32].